This data is from Forward reaction prediction with 1.9M reactions from USPTO patents (1976-2016). The task is: Predict the product of the given reaction. (1) Given the reactants [CH3:1][O:2][C:3](=[O:18])[CH2:4][C:5]1[CH:14]=[C:13]([OH:15])[C:12]2[C:7](=[CH:8][CH:9]=[C:10]([F:16])[CH:11]=2)[C:6]=1[F:17].Br[C:20]1[CH:25]=[CH:24][C:23]([S:26]([CH3:29])(=[O:28])=[O:27])=[CH:22][N:21]=1.C(=O)([O-])[O-].[K+].[K+].Cl, predict the reaction product. The product is: [CH3:1][O:2][C:3](=[O:18])[CH2:4][C:5]1[CH:14]=[C:13]([O:15][C:20]2[CH:25]=[CH:24][C:23]([S:26]([CH3:29])(=[O:28])=[O:27])=[CH:22][N:21]=2)[C:12]2[C:7](=[CH:8][CH:9]=[C:10]([F:16])[CH:11]=2)[C:6]=1[F:17]. (2) Given the reactants [C:1]([O:6][C:7](=O)[C:8](C)=C)(=[O:5])[C:2]([CH3:4])=[CH2:3].OC(=C)C([O-])=O, predict the reaction product. The product is: [C:1]([O:6][CH2:7][CH3:8])(=[O:5])[C:2]([CH3:4])=[CH2:3].[C:1]([OH:6])(=[O:5])[C:2]([CH3:4])=[CH2:3]. (3) Given the reactants C(O[C:6](=[O:28])[NH:7][C@@H:8]([CH2:21][C:22]1[CH:27]=[CH:26][CH:25]=[CH:24][CH:23]=1)[CH:9]([C:11](=[O:20])[NH:12][CH2:13][C:14]1[CH:19]=[CH:18][CH:17]=[CH:16][CH:15]=1)[OH:10])(C)(C)C.FC(F)(F)C(O)=O.C(N(CC)C(C)C)(C)C.[CH2:45]([O:52][C:53]([NH:55][C@@H:56]([CH3:74])[C:57]([NH:59][C@@H:60]([CH2:64][C:65]1[C:73]2[C:68](=[CH:69][CH:70]=[CH:71][CH:72]=2)[NH:67][CH:66]=1)C(O)=O)=[O:58])=[O:54])[C:46]1[CH:51]=[CH:50][CH:49]=[CH:48][CH:47]=1.CN(C(ON1N=NC2C=CC=NC1=2)=[N+](C)C)C.F[P-](F)(F)(F)(F)F, predict the reaction product. The product is: [CH2:45]([O:52][C:53](=[O:54])[NH:55][C@H:56]([C:57](=[O:58])[NH:59][C@H:60]([C:6](=[O:28])[NH:7][C@@H:8]([CH2:21][C:22]1[CH:23]=[CH:24][CH:25]=[CH:26][CH:27]=1)[CH:9]([C:11](=[O:20])[NH:12][CH2:13][C:14]1[CH:15]=[CH:16][CH:17]=[CH:18][CH:19]=1)[OH:10])[CH2:64][C:65]1[C:73]2[C:68](=[CH:69][CH:70]=[CH:71][CH:72]=2)[NH:67][CH:66]=1)[CH3:74])[C:46]1[CH:47]=[CH:48][CH:49]=[CH:50][CH:51]=1. (4) The product is: [CH3:2][O:3][C:4](=[O:17])[C@@H:5]([N:6]1[CH2:32][CH2:33][C@H:28]([NH:29][C:36]([O:38][CH2:39][CH:40]2[C:52]3[CH:51]=[CH:50][CH:49]=[CH:48][C:47]=3[C:46]3[C:41]2=[CH:42][CH:43]=[CH:44][CH:45]=3)=[O:37])[C:26]1=[O:25])[CH2:7][C:8]1[C:16]2[C:11](=[CH:12][CH:13]=[CH:14][CH:15]=2)[NH:10][CH:9]=1. Given the reactants Cl.[CH3:2][O:3][C:4](=[O:17])[C@H:5]([CH2:7][C:8]1[C:16]2[C:11](=[CH:12][CH:13]=[CH:14][CH:15]=2)[NH:10][CH:9]=1)[NH2:6].C([O:25][C:26]([C@@H:28]1[CH2:33][CH2:32]OS(=O)(=O)[N:29]1[C:36]([O:38][CH2:39][CH:40]1[C:52]2[CH:51]=[CH:50][CH:49]=[CH:48][C:47]=2[C:46]2[C:41]1=[CH:42][CH:43]=[CH:44][CH:45]=2)=[O:37])=O)C1C=CC=CC=1.P(O)(O)([O-])=O.[K+], predict the reaction product. (5) Given the reactants N([O-])=O.[Na+].[N:5]1[CH:10]=[CH:9][C:8]([CH:11]=[CH:12][C:13]2[CH:18]=[CH:17][C:16]([NH2:19])=[CH:15][CH:14]=2)=[CH:7][CH:6]=1.[N-:20]=[N+:21]=[N-].[Na+].C(=O)(O)[O-].[Na+], predict the reaction product. The product is: [N:19]([C:16]1[CH:15]=[CH:14][C:13]([CH:12]=[CH:11][C:8]2[CH:9]=[CH:10][N:5]=[CH:6][CH:7]=2)=[CH:18][CH:17]=1)=[N+:20]=[N-:21]. (6) Given the reactants Br[C:2]1[CH:3]=[C:4]([CH:8]([OH:14])[C:9]([N:11]([CH3:13])[CH3:12])=[O:10])[CH:5]=[N:6][CH:7]=1.C([O-])(=O)C.[K+].Br[C:21]1[C:22]([Cl:46])=[C:23]2[C:29]([C:30]3[CH:35]=[CH:34][CH:33]=[CH:32][C:31]=3[O:36][CH3:37])=[CH:28][N:27]([CH2:38][O:39][CH2:40][CH2:41][Si:42]([CH3:45])([CH3:44])[CH3:43])[C:24]2=[N:25][CH:26]=1.C(=O)([O-])[O-].[Na+].[Na+].S([O-])([O-])(=O)=O.[Na+].[Na+], predict the reaction product. The product is: [Cl:46][C:22]1[C:21]([C:2]2[CH:3]=[C:4]([CH:8]([OH:14])[C:9]([N:11]([CH3:13])[CH3:12])=[O:10])[CH:5]=[N:6][CH:7]=2)=[CH:26][N:25]=[C:24]2[N:27]([CH2:38][O:39][CH2:40][CH2:41][Si:42]([CH3:43])([CH3:45])[CH3:44])[CH:28]=[C:29]([C:30]3[CH:35]=[CH:34][CH:33]=[CH:32][C:31]=3[O:36][CH3:37])[C:23]=12. (7) Given the reactants [Cl:1][C:2]1[CH:18]=[CH:17][C:5]2[CH2:6][CH2:7][N:8]([C:11](=[O:16])[C:12]([F:15])([F:14])[F:13])[CH2:9][CH2:10][C:4]=2[C:3]=1OS(C(F)(F)F)(=O)=O.[CH3:27][C:28]([CH3:42])([CH3:41])[CH2:29][S:30]([C:33]1[CH:40]=[CH:39][C:36]([CH2:37][NH2:38])=[CH:35][CH:34]=1)(=[O:32])=[O:31].C1C=CC(P(C2C(C3C(P(C4C=CC=CC=4)C4C=CC=CC=4)=CC=C4C=3C=CC=C4)=C3C(C=CC=C3)=CC=2)C2C=CC=CC=2)=CC=1.C(=O)([O-])[O-].[Cs+].[Cs+], predict the reaction product. The product is: [Cl:1][C:2]1[CH:18]=[CH:17][C:5]2[CH2:6][CH2:7][N:8]([C:11](=[O:16])[C:12]([F:14])([F:13])[F:15])[CH2:9][CH2:10][C:4]=2[C:3]=1[NH:38][CH2:37][C:36]1[CH:35]=[CH:34][C:33]([S:30]([CH2:29][C:28]([CH3:42])([CH3:41])[CH3:27])(=[O:32])=[O:31])=[CH:40][CH:39]=1.